From a dataset of Forward reaction prediction with 1.9M reactions from USPTO patents (1976-2016). Predict the product of the given reaction. Given the reactants [CH3:1][O:2][C:3]1[CH:4]=[C:5]([CH:8]=[CH:9][C:10]=1[O:11][CH3:12])[CH:6]=O.C[O:14][C:15]1[C:16](=[CH:20]C=C(N)[CH:23]=1)[C:17]([OH:19])=[O:18].CC[N:27]([CH2:30][CH3:31])CC.[BH4-].[Na+].[CH3:34]O, predict the reaction product. The product is: [CH3:1][O:2][C:3]1[CH:4]=[C:5]([CH:8]=[CH:9][C:10]=1[O:11][CH3:12])[CH2:6][NH:27][C:30]1[CH:31]=[CH:23][C:15]([OH:14])=[C:16]([CH:20]=1)[C:17]([O:19][CH3:34])=[O:18].